Predict the product of the given reaction. From a dataset of Forward reaction prediction with 1.9M reactions from USPTO patents (1976-2016). Given the reactants [Br:1][C:2]1[C:3](=[O:17])[NH:4][C:5](=[O:16])[N:6]([CH2:8][CH2:9][C:10]2[CH:15]=[CH:14][CH:13]=[CH:12]C=2)[N:7]=1.C(Br)C1C=CC=CC=1, predict the reaction product. The product is: [CH2:8]([N:6]1[C:5](=[O:16])[NH:4][C:3](=[O:17])[C:2]([Br:1])=[N:7]1)[C:9]1[CH:10]=[CH:15][CH:14]=[CH:13][CH:12]=1.